The task is: Predict which catalyst facilitates the given reaction.. This data is from Catalyst prediction with 721,799 reactions and 888 catalyst types from USPTO. (1) Reactant: [C:1]([N:8]1[CH2:13][CH2:12][CH:11]([C:14]([OH:16])=O)[CH2:10][CH2:9]1)([O:3][C:4]([CH3:7])([CH3:6])[CH3:5])=[O:2].C1N=CN(C(N2C=NC=C2)=O)C=1.Cl.[CH3:30][NH:31][O:32][CH3:33]. Product: [C:4]([O:3][C:1]([N:8]1[CH2:9][CH2:10][CH:11]([C:14](=[O:16])[N:31]([O:32][CH3:33])[CH3:30])[CH2:12][CH2:13]1)=[O:2])([CH3:5])([CH3:6])[CH3:7]. The catalyst class is: 49. (2) Reactant: Cl.[C:2]1([CH3:10])[CH:7]=[CH:6][C:5]([NH:8][NH2:9])=[CH:4][CH:3]=1.Cl[CH2:12][C:13]([NH:15][CH2:16][CH:17]1[CH2:22][CH2:21][CH2:20][CH2:19][CH2:18]1)=[O:14].C(N(CC)CC)C. Product: [C:2]1([CH3:10])[CH:7]=[CH:6][C:5]([N:8]([CH2:12][C:13]([NH:15][CH2:16][CH:17]2[CH2:22][CH2:21][CH2:20][CH2:19][CH2:18]2)=[O:14])[NH2:9])=[CH:4][CH:3]=1. The catalyst class is: 8.